From a dataset of Full USPTO retrosynthesis dataset with 1.9M reactions from patents (1976-2016). Predict the reactants needed to synthesize the given product. (1) Given the product [CH3:8][C:7]1[O:6][N:5]=[C:4]([C:9]2[CH:14]=[CH:13][CH:12]=[CH:11][CH:10]=2)[C:3]=1[C:1]#[C:2][C:19]1[N:18]=[CH:17][C:16]([NH2:15])=[CH:21][CH:20]=1, predict the reactants needed to synthesize it. The reactants are: [C:1]([C:3]1[C:4]([C:9]2[CH:14]=[CH:13][CH:12]=[CH:11][CH:10]=2)=[N:5][O:6][C:7]=1[CH3:8])#[CH:2].[NH2:15][C:16]1[CH:17]=[N:18][C:19](Br)=[CH:20][CH:21]=1. (2) Given the product [CH3:1][O:2][C:3]1[C:4]([CH2:17][CH2:18][CH:19]([CH3:21])[CH3:20])([C:13]([O:15][CH3:16])=[O:14])[C:5]2[C:10]([C:11](=[O:23])[CH:12]=1)=[CH:9][CH:8]=[CH:7][CH:6]=2, predict the reactants needed to synthesize it. The reactants are: [CH3:1][O:2][C:3]1[C:4]([CH2:17][CH2:18][CH:19]([CH3:21])[CH3:20])([C:13]([O:15][CH3:16])=[O:14])[C:5]2[C:10]([CH2:11][CH:12]=1)=[CH:9][CH:8]=[CH:7][CH:6]=2.[Cr](O[Cr]([O-])(=O)=O)([O-])(=O)=[O:23].[NH+]1C=CC=CC=1.[NH+]1C=CC=CC=1. (3) Given the product [CH3:1][O:5][C:6]([CH2:8][C:9]1[CH:20]=[CH:19][N:18]=[C:21]([N:24]2[CH2:29][CH2:28][NH:27][CH2:26][CH2:25]2)[CH:23]=1)=[O:7], predict the reactants needed to synthesize it. The reactants are: [CH2:1]([O:5][C:6]([C:8]1C=CN=C(Cl)[CH:9]=1)=[O:7])CCC.C([N:18]([CH:21]([CH3:23])C)[CH2:19][CH3:20])(C)C.[NH:24]1[CH2:29][CH2:28][NH:27][CH2:26][CH2:25]1.